Dataset: Forward reaction prediction with 1.9M reactions from USPTO patents (1976-2016). Task: Predict the product of the given reaction. (1) Given the reactants [C:1]([C:5]1[CH:9]=[C:8]([NH:10][C:11]([NH:13][C@@H:14]2[C:23]3[C:18](=[CH:19][CH:20]=[CH:21][CH:22]=3)[C@H:17]([O:24][C:25]3[CH:26]=[CH:27][C:28]4[N:29]([C:31]([N:34]5[CH2:39][CH2:38][CH2:37][CH2:36][C@@H:35]5[CH3:40])=[N:32][N:33]=4)[CH:30]=3)[CH2:16][CH2:15]2)=[O:12])[N:7]([C:41]2[CH:42]=[C:43]([CH:52]=[CH:53][CH:54]=2)[O:44][CH2:45][CH2:46][O:47]S(C)(=O)=O)[N:6]=1)([CH3:4])([CH3:3])[CH3:2].[NH:55]1[CH2:59][CH2:58][CH2:57][CH2:56]1.C1C[O:63]CC1, predict the reaction product. The product is: [CH:46]([OH:47])=[O:63].[C:1]([C:5]1[CH:9]=[C:8]([NH:10][C:11]([NH:13][C@@H:14]2[C:23]3[C:18](=[CH:19][CH:20]=[CH:21][CH:22]=3)[C@H:17]([O:24][C:25]3[CH:26]=[CH:27][C:28]4[N:29]([C:31]([N:34]5[CH2:39][CH2:38][CH2:37][CH2:36][C@@H:35]5[CH3:40])=[N:32][N:33]=4)[CH:30]=3)[CH2:16][CH2:15]2)=[O:12])[N:7]([C:41]2[CH:54]=[CH:53][CH:52]=[C:43]([O:44][CH2:45][CH2:46][N:55]3[CH2:59][CH2:58][CH2:57][CH2:56]3)[CH:42]=2)[N:6]=1)([CH3:4])([CH3:3])[CH3:2]. (2) Given the reactants C(O)(C(F)(F)F)=O.[CH2:8]([O:15][N:16]1[C:22](=[O:23])[N:21]2[CH2:24][C@H:17]1[CH2:18][CH2:19][C@H:20]2[C:25]1[O:29][C:28]([N:30]2[CH2:35][CH2:34][N:33](C(OC(C)(C)C)=O)[CH2:32][CH2:31]2)=[N:27][N:26]=1)[C:9]1[CH:14]=[CH:13][CH:12]=[CH:11][CH:10]=1, predict the reaction product. The product is: [CH2:8]([O:15][N:16]1[C:22](=[O:23])[N:21]2[CH2:24][C@H:17]1[CH2:18][CH2:19][C@H:20]2[C:25]1[O:29][C:28]([N:30]2[CH2:35][CH2:34][NH:33][CH2:32][CH2:31]2)=[N:27][N:26]=1)[C:9]1[CH:10]=[CH:11][CH:12]=[CH:13][CH:14]=1. (3) Given the reactants Br[C:2]1[CH:3]=[C:4]([CH2:8][CH2:9][CH2:10][NH:11][C:12](=[O:17])[C:13]([F:16])([F:15])[F:14])[CH:5]=[CH:6][CH:7]=1.[C:18]([C:20]([OH:27])([CH2:24][CH2:25]C)[CH2:21][CH2:22]C)#[CH:19].CC1C=CC=CC=1P(C1C=CC=CC=1C)C1C=CC=CC=1C, predict the reaction product. The product is: [CH2:18]([C:20]([OH:27])([CH2:24][CH3:25])[CH2:21][CH2:22][C:2]1[CH:3]=[C:4]([CH2:8][CH2:9][CH2:10][NH:11][C:12](=[O:17])[C:13]([F:16])([F:15])[F:14])[CH:5]=[CH:6][CH:7]=1)[CH3:19]. (4) Given the reactants [F:1][C:2]([F:19])([F:18])[C:3]1[CH:4]=[C:5]([C:9](=O)[CH2:10][C:11](=O)[C:12]([F:15])([F:14])[F:13])[CH:6]=[CH:7][CH:8]=1.[NH2:20][C:21]1[C:25]([C:26]2[CH:31]=[C:30]([CH3:32])[N:29]=[C:28]([CH3:33])[CH:27]=2)=[CH:24][NH:23][N:22]=1, predict the reaction product. The product is: [F:1][C:2]([F:19])([F:18])[C:3]1[CH:4]=[C:5]([C:9]2[CH:10]=[C:11]([C:12]([F:15])([F:14])[F:13])[N:22]3[N:23]=[CH:24][C:25]([C:26]4[CH:31]=[C:30]([CH3:32])[N:29]=[C:28]([CH3:33])[CH:27]=4)=[C:21]3[N:20]=2)[CH:6]=[CH:7][CH:8]=1. (5) Given the reactants [NH2:1][C:2]1[CH:6]([O:7][CH2:8][CH3:9])[O:5][C:4](=[O:10])[CH:3]=1.C[Si]([N-][Si](C)(C)C)(C)C.[Li+].[C:21]([O:25][C:26]([N:28]1[CH2:32][CH2:31][CH2:30][CH:29]1[C:33](F)=[O:34])=[O:27])([CH3:24])([CH3:23])[CH3:22], predict the reaction product. The product is: [C:21]([O:25][C:26]([N:28]1[CH2:32][CH2:31][CH2:30][C@@H:29]1[C:33](=[O:34])[NH:1][C:2]1[CH:6]([O:7][CH2:8][CH3:9])[O:5][C:4](=[O:10])[CH:3]=1)=[O:27])([CH3:24])([CH3:23])[CH3:22].